From a dataset of NCI-60 drug combinations with 297,098 pairs across 59 cell lines. Regression. Given two drug SMILES strings and cell line genomic features, predict the synergy score measuring deviation from expected non-interaction effect. (1) Drug 1: C1=NC2=C(N1)C(=S)N=CN2. Drug 2: CN(C(=O)NC(C=O)C(C(C(CO)O)O)O)N=O. Cell line: MCF7. Synergy scores: CSS=40.2, Synergy_ZIP=0.364, Synergy_Bliss=-1.24, Synergy_Loewe=-59.9, Synergy_HSA=-0.912. (2) Drug 1: CCN(CC)CCCC(C)NC1=C2C=C(C=CC2=NC3=C1C=CC(=C3)Cl)OC. Drug 2: CC1C(C(CC(O1)OC2CC(CC3=C2C(=C4C(=C3O)C(=O)C5=C(C4=O)C(=CC=C5)OC)O)(C(=O)CO)O)N)O.Cl. Cell line: TK-10. Synergy scores: CSS=30.6, Synergy_ZIP=-4.60, Synergy_Bliss=-6.89, Synergy_Loewe=-14.7, Synergy_HSA=-3.92. (3) Cell line: OVCAR3. Synergy scores: CSS=37.8, Synergy_ZIP=16.7, Synergy_Bliss=16.6, Synergy_Loewe=6.15, Synergy_HSA=8.37. Drug 1: CC1C(C(=O)NC(C(=O)N2CCCC2C(=O)N(CC(=O)N(C(C(=O)O1)C(C)C)C)C)C(C)C)NC(=O)C3=C4C(=C(C=C3)C)OC5=C(C(=O)C(=C(C5=N4)C(=O)NC6C(OC(=O)C(N(C(=O)CN(C(=O)C7CCCN7C(=O)C(NC6=O)C(C)C)C)C)C(C)C)C)N)C. Drug 2: CC1=C2C(C(=O)C3(C(CC4C(C3C(C(C2(C)C)(CC1OC(=O)C(C(C5=CC=CC=C5)NC(=O)C6=CC=CC=C6)O)O)OC(=O)C7=CC=CC=C7)(CO4)OC(=O)C)O)C)OC(=O)C. (4) Drug 1: C1=CC=C(C=C1)NC(=O)CCCCCCC(=O)NO. Drug 2: CC12CCC3C(C1CCC2O)C(CC4=C3C=CC(=C4)O)CCCCCCCCCS(=O)CCCC(C(F)(F)F)(F)F. Cell line: LOX IMVI. Synergy scores: CSS=1.80, Synergy_ZIP=-2.90, Synergy_Bliss=-9.13, Synergy_Loewe=-1.77, Synergy_HSA=-9.33. (5) Drug 1: CN1CCC(CC1)COC2=C(C=C3C(=C2)N=CN=C3NC4=C(C=C(C=C4)Br)F)OC. Drug 2: C1CCN(CC1)CCOC2=CC=C(C=C2)C(=O)C3=C(SC4=C3C=CC(=C4)O)C5=CC=C(C=C5)O. Cell line: UACC62. Synergy scores: CSS=9.59, Synergy_ZIP=-2.36, Synergy_Bliss=4.34, Synergy_Loewe=-0.177, Synergy_HSA=3.59. (6) Drug 1: CS(=O)(=O)C1=CC(=C(C=C1)C(=O)NC2=CC(=C(C=C2)Cl)C3=CC=CC=N3)Cl. Drug 2: CCC1(CC2CC(C3=C(CCN(C2)C1)C4=CC=CC=C4N3)(C5=C(C=C6C(=C5)C78CCN9C7C(C=CC9)(C(C(C8N6C=O)(C(=O)OC)O)OC(=O)C)CC)OC)C(=O)OC)O.OS(=O)(=O)O. Cell line: MOLT-4. Synergy scores: CSS=66.3, Synergy_ZIP=10.4, Synergy_Bliss=9.73, Synergy_Loewe=-23.2, Synergy_HSA=8.68.